From a dataset of Full USPTO retrosynthesis dataset with 1.9M reactions from patents (1976-2016). Predict the reactants needed to synthesize the given product. (1) Given the product [C:5]12([O:4][CH2:1][CH2:2][CH2:3][OH:20])[CH2:14][CH:9]3[CH2:10][CH:11]([CH2:13][CH:7]([CH2:8]3)[CH2:6]1)[CH2:12]2, predict the reactants needed to synthesize it. The reactants are: [CH2:1]([O:4][C:5]12[CH2:14][CH:9]3[CH2:10][CH:11]([CH2:13][CH:7]([CH2:8]3)[CH2:6]1)[CH2:12]2)[CH:2]=[CH2:3].[OH-].[Na+].OO.C(=O)([O-])[O-:20].[K+].[K+]. (2) Given the product [F:12][C:5]1[CH:4]=[CH:3][C:2]([N:1]([CH2:25][C:24]2[CH:27]=[CH:28][C:21]([C:20]#[C:19][C:13]3[CH:18]=[CH:17][CH:16]=[CH:15][CH:14]=3)=[CH:22][CH:23]=2)[CH2:29][CH2:30][CH3:31])=[CH:11][C:6]=1[C:7]([O:9][CH3:10])=[O:8], predict the reactants needed to synthesize it. The reactants are: [NH2:1][C:2]1[CH:3]=[CH:4][C:5]([F:12])=[C:6]([CH:11]=1)[C:7]([O:9][CH3:10])=[O:8].[C:13]1([C:19]#[C:20][C:21]2[CH:28]=[CH:27][C:24]([CH:25]=O)=[CH:23][CH:22]=2)[CH:18]=[CH:17][CH:16]=[CH:15][CH:14]=1.[CH:29](=O)[CH2:30][CH3:31]. (3) Given the product [CH2:1]([O:3][C:4]1[CH:9]=[CH:8][C:7]2[N:10]=[C:11]([CH2:12][O:13][C:14]3[CH:19]=[CH:18][CH:17]=[C:16]([O:20][CH2:21][CH3:22])[CH:15]=3)[N:24]([CH2:25][CH:26]([CH3:28])[CH3:27])[C:6]=2[CH:5]=1)[CH3:2], predict the reactants needed to synthesize it. The reactants are: [CH2:1]([O:3][C:4]1[CH:9]=[CH:8][C:7]([NH:10][C:11](=O)[CH2:12][O:13][C:14]2[CH:19]=[CH:18][CH:17]=[C:16]([O:20][CH2:21][CH3:22])[CH:15]=2)=[C:6]([NH:24][CH2:25][CH:26]([CH3:28])[CH3:27])[CH:5]=1)[CH3:2]. (4) Given the product [F:10][C:11]1[CH:12]=[CH:13][C:14]([CH:17]([O:41][C:6]2[CH:7]=[CH:8][C:3]([O:2][CH3:1])=[CH:4][CH:5]=2)[CH2:18][CH2:19][CH2:20][CH2:21][CH2:22][N:23]2[CH2:28][CH2:27][CH:26]([C:29]3[CH:30]=[C:31]([NH:35][C:36](=[O:40])[CH:37]([CH3:38])[CH3:39])[CH:32]=[CH:33][CH:34]=3)[CH2:25][CH2:24]2)=[CH:15][CH:16]=1, predict the reactants needed to synthesize it. The reactants are: [CH3:1][O:2][C:3]1[CH:8]=[CH:7][C:6](O)=[CH:5][CH:4]=1.[F:10][C:11]1[CH:16]=[CH:15][C:14]([CH:17]([OH:41])[CH2:18][CH2:19][CH2:20][CH2:21][CH2:22][N:23]2[CH2:28][CH2:27][CH:26]([C:29]3[CH:30]=[C:31]([NH:35][C:36](=[O:40])[CH:37]([CH3:39])[CH3:38])[CH:32]=[CH:33][CH:34]=3)[CH2:25][CH2:24]2)=[CH:13][CH:12]=1.Cl. (5) Given the product [CH3:35][O:36][C:37]1[CH:38]=[CH:39][C:40]([S:43]([N:23]2[CH2:24][CH2:25][CH:20]([C:11]3[C:10]4[C:14](=[C:15]([C:17]([NH2:19])=[O:18])[CH:16]=[C:8]([C:2]5[CH:3]=[CH:4][CH:5]=[CH:6][CH:7]=5)[CH:9]=4)[NH:13][N:12]=3)[CH2:21][CH2:22]2)(=[O:45])=[O:44])=[CH:41][CH:42]=1, predict the reactants needed to synthesize it. The reactants are: Cl.[C:2]1([C:8]2[CH:9]=[C:10]3[C:14](=[C:15]([C:17]([NH2:19])=[O:18])[CH:16]=2)[NH:13][N:12]=[C:11]3[CH:20]2[CH2:25][CH2:24][NH:23][CH2:22][CH2:21]2)[CH:7]=[CH:6][CH:5]=[CH:4][CH:3]=1.C(N(C(C)C)CC)(C)C.[CH3:35][O:36][C:37]1[CH:42]=[CH:41][C:40]([S:43](Cl)(=[O:45])=[O:44])=[CH:39][CH:38]=1.